This data is from Full USPTO retrosynthesis dataset with 1.9M reactions from patents (1976-2016). The task is: Predict the reactants needed to synthesize the given product. (1) Given the product [OH:8][C:9]1[CH:14]=[CH:13][C:12]([C@@H:15]([OH:43])[CH2:16][NH:17][CH2:18][CH2:19][C:20]2[CH:21]=[CH:22][C:23]([S:26]([CH2:29][C:30]3[N:34]=[C:33]([C:35]4[CH:40]=[CH:39][C:38]([O:41][CH3:42])=[CH:37][CH:36]=4)[O:32][N:31]=3)(=[O:27])=[O:28])=[CH:24][CH:25]=2)=[CH:11][C:10]=1[NH:51][S:52]([CH3:55])(=[O:53])=[O:54], predict the reactants needed to synthesize it. The reactants are: C([O:8][C:9]1[CH:14]=[CH:13][C:12]([C@@H:15]([O:43][Si](CC)(CC)CC)[CH2:16][NH:17][CH2:18][CH2:19][C:20]2[CH:25]=[CH:24][C:23]([S:26]([CH2:29][C:30]3[N:34]=[C:33]([C:35]4[CH:40]=[CH:39][C:38]([O:41][CH3:42])=[CH:37][CH:36]=4)[O:32][N:31]=3)(=[O:28])=[O:27])=[CH:22][CH:21]=2)=[CH:11][C:10]=1[NH:51][S:52]([CH3:55])(=[O:54])=[O:53])C1C=CC=CC=1.C[Si](I)(C)C.S(=O)(=O)(O)[O-].[Na+]. (2) Given the product [C:14]1([CH2:24][NH:26][C:11]([CH:9]2[CH2:8][CH2:7][C:6]3[NH:2][CH:3]=[N:4][C:5]=3[CH2:10]2)=[O:13])[C:23]2[C:18](=[CH:19][CH:20]=[CH:21][CH:22]=2)[CH:17]=[CH:16][CH:15]=1, predict the reactants needed to synthesize it. The reactants are: Cl.[NH:2]1[C:6]2[CH2:7][CH2:8][CH:9]([C:11]([OH:13])=O)[CH2:10][C:5]=2[N:4]=[CH:3]1.[C:14]1([CH:24]([NH2:26])C)[C:23]2[C:18](=[CH:19][CH:20]=[CH:21][CH:22]=2)[CH:17]=[CH:16][CH:15]=1. (3) Given the product [Br:1][C:2]1[CH:3]=[CH:4][C:5]([C:8]2[N:16]([CH3:15])[N:11]=[CH:10][CH:9]=2)=[CH:6][CH:7]=1, predict the reactants needed to synthesize it. The reactants are: [Br:1][C:2]1[CH:7]=[CH:6][C:5]([C:8](=O)[CH:9]=[CH:10][N:11](C)C)=[CH:4][CH:3]=1.[CH3:15][NH:16]N. (4) Given the product [CH3:38][C@@H:35]1[O:34][C:33]([C:30]2[NH:29][C:28]([C:26]3[CH:27]=[C:6]([CH:7]=[C:8]([O:9][C:10]4[CH:15]=[N:14][C:13]([C:16]([N:18]5[CH2:19][CH2:20][N:21]([CH3:24])[CH2:22][CH2:23]5)=[O:17])=[CH:12][CH:11]=4)[CH:25]=3)[O:5][C@@H:4]([CH3:39])[CH2:3][OH:2])=[CH:32][CH:31]=2)=[N:37][CH2:36]1, predict the reactants needed to synthesize it. The reactants are: C[O:2][CH2:3][C@H:4]([CH3:39])[O:5][C:6]1[CH:7]=[C:8]([CH:25]=[C:26]([C:28]2[NH:29][C:30]([C:33]3[O:34][C@@H:35]([CH3:38])[CH2:36][N:37]=3)=[CH:31][CH:32]=2)[CH:27]=1)[O:9][C:10]1[CH:11]=[CH:12][C:13]([C:16]([N:18]2[CH2:23][CH2:22][N:21]([CH3:24])[CH2:20][CH2:19]2)=[O:17])=[N:14][CH:15]=1.B(Br)(Br)Br.C(=O)([O-])O.[Na+]. (5) Given the product [CH2:1]([O:3][C:4](=[O:13])[CH2:5][C:6]1[CH:11]=[CH:10][C:9]([N:24]([CH2:23][CH2:27][CH2:14][CH3:15])[CH2:18][CH2:19][CH2:20][CH3:21])=[CH:8][CH:7]=1)[CH3:2], predict the reactants needed to synthesize it. The reactants are: [CH2:1]([O:3][C:4](=[O:13])[CH2:5][C:6]1[CH:11]=[CH:10][C:9](N)=[CH:8][CH:7]=1)[CH3:2].[C:14](O)(=O)[CH3:15].[CH:18](=O)[CH2:19][CH2:20][CH3:21].[C:23]([BH3-])#[N:24].[Na+].[CH3:27]O.